Predict which catalyst facilitates the given reaction. From a dataset of Catalyst prediction with 721,799 reactions and 888 catalyst types from USPTO. (1) The catalyst class is: 201. Reactant: [CH2:1]([N:8]1[CH2:13][CH2:12][C:11]2([CH2:21][C:20]3[C:15](=[CH:16][CH:17]=[C:18]([O:22]C)[CH:19]=3)[CH2:14]2)[CH2:10][CH2:9]1)[C:2]1[CH:7]=[CH:6][CH:5]=[CH:4][CH:3]=1.[OH-].[Na+]. Product: [CH2:1]([N:8]1[CH2:13][CH2:12][C:11]2([CH2:21][C:20]3[C:15](=[CH:16][CH:17]=[C:18]([OH:22])[CH:19]=3)[CH2:14]2)[CH2:10][CH2:9]1)[C:2]1[CH:3]=[CH:4][CH:5]=[CH:6][CH:7]=1. (2) Reactant: [CH:1]1([C:4]2[CH:9]=[C:8]([CH3:10])[C:7]([NH:11][C:12]([NH:14][C:15]3[CH:16]=[C:17]([C:36]4[CH:41]=[CH:40][C:39]([O:42][CH3:43])=[CH:38][CH:37]=4)[CH:18]=[CH:19][C:20]=3[C:21]([NH:23][C@H:24]([C:32]([O:34]C)=[O:33])[C@@H:25]([CH3:31])OC(C)(C)C)=[O:22])=[O:13])=[C:6]([CH3:44])[CH:5]=2)[CH2:3][CH2:2]1.[Li+].[OH-]. Product: [CH:25]1([C@H:24]([NH:23][C:21]([C:20]2[CH:19]=[CH:18][C:17]([C:36]3[CH:41]=[CH:40][C:39]([O:42][CH3:43])=[CH:38][CH:37]=3)=[CH:16][C:15]=2[NH:14][C:12]([NH:11][C:7]2[C:6]([CH3:44])=[CH:5][C:4]([CH:1]3[CH2:3][CH2:2]3)=[CH:9][C:8]=2[CH3:10])=[O:13])=[O:22])[C:32]([OH:34])=[O:33])[CH2:3][CH2:2][CH2:1][CH2:4][CH2:31]1. The catalyst class is: 1. (3) Reactant: [NH2:1][C:2]1[CH:10]=[C:9]([CH3:11])[CH:8]=[CH:7][C:3]=1[C:4]([NH2:6])=[O:5].[F:12][C:13]1[CH:18]=[CH:17][C:16]([CH:19]2[O:23]C(=O)O[C:20]2=O)=[CH:15][CH:14]=1.C[O-].[Na+].CO. Product: [F:12][C:13]1[CH:18]=[CH:17][C:16]([CH:19]([OH:23])[C:20]2[N:6]=[C:4]([OH:5])[C:3]3[C:2](=[CH:10][C:9]([CH3:11])=[CH:8][CH:7]=3)[N:1]=2)=[CH:15][CH:14]=1. The catalyst class is: 1. (4) The catalyst class is: 11. Reactant: C([Li])CCC.[N:6]1[CH:11]=[CH:10][C:9]([CH:12]=[O:13])=[CH:8][CH:7]=1.[C:14]1([O:22][CH3:23])[C:15](=[CH:18][CH:19]=[CH:20][CH:21]=1)[O:16][CH3:17]. Product: [OH:13][CH:12]([C:9]1[CH:10]=[CH:11][N:6]=[CH:7][CH:8]=1)[C:21]1[CH:20]=[CH:19][CH:18]=[C:15]([O:16][CH3:17])[C:14]=1[O:22][CH3:23]. (5) Reactant: [C@H:1]12[CH2:7][C@H:4]([NH:5][CH2:6]1)[CH2:3][N:2]2[C:8]([O:10][C:11]([CH3:14])([CH3:13])[CH3:12])=[O:9].[NH:15]1[C:19]2[CH:20]=[CH:21][CH:22]=[CH:23][C:18]=2[N:17]=[C:16]1[C:24](O)=[O:25].C(Cl)CCl.C1C=CC2N(O)N=NC=2C=1.CN1CCOCC1. Product: [NH:15]1[C:19]2[CH:20]=[CH:21][CH:22]=[CH:23][C:18]=2[N:17]=[C:16]1[C:24]([N:5]1[CH2:6][C@@H:1]2[CH2:7][C@H:4]1[CH2:3][N:2]2[C:8]([O:10][C:11]([CH3:14])([CH3:13])[CH3:12])=[O:9])=[O:25]. The catalyst class is: 34. (6) Reactant: C(OC([O:8][NH:9][C:10]([C:12]1[CH:13]=[CH:14][CH:15]=[N:16][C:17]=1[N:18]1[CH2:25][CH:24]2[CH:20]([CH2:21][N:22]([CH2:26][C:27]3[CH:36]=[CH:35][C:34]4[C:29](=[CH:30][CH:31]=[CH:32][CH:33]=4)[CH:28]=3)[CH2:23]2)[CH2:19]1)=[O:11])C)C(C)C.C(O)(C(F)(F)F)=O.C(Cl)Cl. Product: [OH:8][NH:9][C:10]([C:12]1[CH:13]=[CH:14][CH:15]=[N:16][C:17]=1[N:18]1[CH2:25][CH:24]2[CH:20]([CH2:21][N:22]([CH2:26][C:27]3[CH:36]=[CH:35][C:34]4[C:29](=[CH:30][CH:31]=[CH:32][CH:33]=4)[CH:28]=3)[CH2:23]2)[CH2:19]1)=[O:11]. The catalyst class is: 5. (7) Reactant: C(=O)([O-])[O-].[K+].[K+].[N+:7]([C:10]1[C:14]([N+:15]([O-:17])=[O:16])=[CH:13][NH:12][N:11]=1)([O-:9])=[O:8].[CH3:18][O:19][C:20]1[CH:27]=[CH:26][C:23]([CH2:24]Cl)=[CH:22][CH:21]=1. Product: [CH3:18][O:19][C:20]1[CH:27]=[CH:26][C:23]([CH2:24][N:12]2[CH:13]=[C:14]([N+:15]([O-:17])=[O:16])[C:10]([N+:7]([O-:9])=[O:8])=[N:11]2)=[CH:22][CH:21]=1. The catalyst class is: 10. (8) Reactant: Br[CH2:2][C:3]1[C:8]([CH3:9])=[CH:7][CH:6]=[CH:5][C:4]=1[N:10]1[C:14](=[O:15])[N:13]([CH3:16])[N:12]=[N:11]1.[Br:17][C:18]1[C:23]([F:24])=[C:22]([F:25])[C:21]([OH:26])=[C:20]([F:27])[C:19]=1[F:28].C(=O)([O-])[O-].[K+].[K+].C(#N)C. Product: [Br:17][C:18]1[C:19]([F:28])=[C:20]([F:27])[C:21]([O:26][CH2:2][C:3]2[C:8]([CH3:9])=[CH:7][CH:6]=[CH:5][C:4]=2[N:10]2[C:14](=[O:15])[N:13]([CH3:16])[N:12]=[N:11]2)=[C:22]([F:25])[C:23]=1[F:24]. The catalyst class is: 6. (9) Reactant: [Li+].[OH-].[CH3:3][C:4]1[S:5][CH:6]=[C:7]([C:9]2[S:13][C:12]([C:14]([O:16]C)=[O:15])=[CH:11][CH:10]=2)[N:8]=1.Cl. Product: [CH3:3][C:4]1[S:5][CH:6]=[C:7]([C:9]2[S:13][C:12]([C:14]([OH:16])=[O:15])=[CH:11][CH:10]=2)[N:8]=1. The catalyst class is: 12. (10) Reactant: [OH-:1].[Na+].Cl[C:4]1[N:9]=[C:8]2[N:10]([CH3:19])[N:11]=[C:12]([C:13]3[CH:18]=[CH:17][CH:16]=[CH:15][CH:14]=3)[C:7]2=[CH:6][CH:5]=1.Cl. Product: [CH3:19][N:10]1[C:8]2[NH:9][C:4](=[O:1])[CH:5]=[CH:6][C:7]=2[C:12]([C:13]2[CH:18]=[CH:17][CH:16]=[CH:15][CH:14]=2)=[N:11]1. The catalyst class is: 16.